Predict the reactants needed to synthesize the given product. From a dataset of Full USPTO retrosynthesis dataset with 1.9M reactions from patents (1976-2016). (1) Given the product [F:18][C:19]1[CH:40]=[CH:39][C:22]([CH2:23][N:24]2[C:28](=[O:29])[N:27]([C:30]3[S:34][C:33]([C:35]([NH:9][CH2:10][C:11]4[CH:16]=[N:15][C:14]([CH3:17])=[CH:13][N:12]=4)=[O:36])=[C:32]([CH3:38])[CH:31]=3)[CH:26]=[N:25]2)=[CH:21][CH:20]=1, predict the reactants needed to synthesize it. The reactants are: NCC1C=NC=CC=1.[NH2:9][CH2:10][C:11]1[CH:16]=[N:15][C:14]([CH3:17])=[CH:13][N:12]=1.[F:18][C:19]1[CH:40]=[CH:39][C:22]([CH2:23][N:24]2[C:28](=[O:29])[N:27]([C:30]3[S:34][C:33]([C:35](O)=[O:36])=[C:32]([CH3:38])[CH:31]=3)[CH:26]=[N:25]2)=[CH:21][CH:20]=1. (2) Given the product [NH:1]([C:14]([O:16][CH2:17][C:18]1[CH:19]=[CH:20][CH:21]=[CH:22][CH:23]=1)=[O:15])[C@@H:2]([C:4]([NH:52][CH2:53][C:54]([NH2:56])=[O:55])=[O:6])[CH3:3].[NH:24]([C:41]([O:43][CH2:44][C:45]1[CH:46]=[CH:47][CH:48]=[CH:49][CH:50]=1)=[O:42])[C@@H:25]([C:31]([NH:52][CH2:53][C:54]([NH2:56])=[O:55])=[O:33])[CH2:26][CH2:27][C:28](=[O:30])[OH:29], predict the reactants needed to synthesize it. The reactants are: [NH:1]([C:14]([O:16][CH2:17][C:18]1[CH:23]=[CH:22][CH:21]=[CH:20][CH:19]=1)=[O:15])[C@@H:2]([C:4]([O:6]CC1C=CC=CC=1)=O)[CH3:3].[NH:24]([C:41]([O:43][CH2:44][C:45]1[CH:50]=[CH:49][CH:48]=[CH:47][CH:46]=1)=[O:42])[C@@H:25]([C:31]([O:33]CC1C=CC=CC=1)=O)[CH2:26][CH2:27][C:28](=[O:30])[OH:29].Cl.[NH2:52][CH2:53][C:54]([NH2:56])=[O:55]. (3) Given the product [CH3:17][S:18]([O:8][CH2:7][C@@H:5]1[CH2:4][O:3][C:2]([CH3:9])([CH3:1])[O:6]1)(=[O:20])=[O:19], predict the reactants needed to synthesize it. The reactants are: [CH3:1][C:2]1([CH3:9])[O:6][C@H:5]([CH2:7][OH:8])[CH2:4][O:3]1.C(N(CC)CC)C.[CH3:17][S:18](Cl)(=[O:20])=[O:19]. (4) Given the product [CH2:1]([O:8][NH:9][C:10](=[O:32])[CH2:11][C@H:12]([C:22]1[O:23][CH:24]=[C:25]([CH:27]=[O:28])[N:26]=1)[CH2:13][CH2:14][CH2:15][CH:16]1[CH2:21][CH2:20][CH2:19][CH2:18][CH2:17]1)[C:2]1[CH:7]=[CH:6][CH:5]=[CH:4][CH:3]=1, predict the reactants needed to synthesize it. The reactants are: [CH2:1]([O:8][NH:9][C:10](=[O:32])[CH2:11][C@H:12]([C:22]1[O:23][CH:24]=[C:25]([C:27](OCC)=[O:28])[N:26]=1)[CH2:13][CH2:14][CH2:15][CH:16]1[CH2:21][CH2:20][CH2:19][CH2:18][CH2:17]1)[C:2]1[CH:7]=[CH:6][CH:5]=[CH:4][CH:3]=1.CC(C[AlH]CC(C)C)C.C([O-])(O)=O.[Na+].[O-]S([O-])(=O)=O.[Mg+2]. (5) Given the product [NH2:1][C:2]1[C:11]([C:12]#[N:13])=[C:10]([NH:21][CH2:15][C:16]2[O:20][CH:19]=[CH:18][CH:17]=2)[C:9]2[C:4](=[CH:5][CH:6]=[CH:7][CH:8]=2)[N:3]=1, predict the reactants needed to synthesize it. The reactants are: [NH2:1][C:2]1[C:11]([C:12]#[N:13])=[C:10](Cl)[C:9]2[C:4](=[CH:5][CH:6]=[CH:7][CH:8]=2)[N:3]=1.[CH2:15]([NH2:21])[C:16]1[O:20][CH:19]=[CH:18][CH:17]=1. (6) Given the product [Cl:14][C:15]1[NH:23][C:22]2[CH2:21][CH2:20][N:19]([C:11]([C:9]3[CH:10]=[C:5]4[N:4]=[CH:3][C:2]([Cl:1])=[CH:7][N:6]4[N:8]=3)=[O:13])[N:18]([CH3:24])[C:17]=2[CH:16]=1, predict the reactants needed to synthesize it. The reactants are: [Cl:1][C:2]1[CH:3]=[N:4][C:5]2[N:6]([N:8]=[C:9]([C:11]([OH:13])=O)[CH:10]=2)[CH:7]=1.[Cl:14][C:15]1[NH:23][C:22]2[CH2:21][CH2:20][NH:19][N:18]([CH3:24])[C:17]=2[CH:16]=1.